Dataset: Forward reaction prediction with 1.9M reactions from USPTO patents (1976-2016). Task: Predict the product of the given reaction. (1) Given the reactants [Cl:1][C:2]1[CH:3]=[CH:4][C:5]2[N:11]3[C:12]([C:15]([F:18])([F:17])[F:16])=[N:13][N:14]=[C:10]3[C@@H:9]([CH2:19][C:20]([O:22]C(C)C)=[O:21])[S:8][C@H:7]([C:26]3[CH:31]=[CH:30][CH:29]=[C:28]([O:32][CH3:33])[CH:27]=3)[C:6]=2[CH:34]=1.Cl, predict the reaction product. The product is: [Cl:1][C:2]1[CH:3]=[CH:4][C:5]2[N:11]3[C:12]([C:15]([F:18])([F:17])[F:16])=[N:13][N:14]=[C:10]3[C@@H:9]([CH2:19][C:20]([OH:22])=[O:21])[S:8][C@H:7]([C:26]3[CH:31]=[CH:30][CH:29]=[C:28]([O:32][CH3:33])[CH:27]=3)[C:6]=2[CH:34]=1. (2) Given the reactants [C:1]([C:3]1[CH:11]=[C:10]2[C:6]([C:7]([CH3:19])=[N:8][N:9]2[C:12]2[CH:17]=[CH:16][N:15]=[C:14]([NH2:18])[N:13]=2)=[CH:5][CH:4]=1)#[CH:2].[Li+].CC([N-]C(C)C)C.[O:28]1[CH2:33][CH2:32][CH2:31][CH2:30][CH:29]1[N:34]1[CH:38]=[N:37][C:36]([C:39](=[O:41])[CH3:40])=[N:35]1, predict the reaction product. The product is: [NH2:18][C:14]1[N:13]=[C:12]([N:9]2[C:10]3[C:6](=[CH:5][CH:4]=[C:3]([C:1]#[C:2][C:39]([C:36]4[N:37]=[CH:38][N:34]([CH:29]5[CH2:30][CH2:31][CH2:32][CH2:33][O:28]5)[N:35]=4)([OH:41])[CH3:40])[CH:11]=3)[C:7]([CH3:19])=[N:8]2)[CH:17]=[CH:16][N:15]=1. (3) Given the reactants [Br:1][C:2]1[CH:3]=[C:4]([CH:9]=[C:10]([O:12][CH2:13][C@H:14]2[CH2:18][CH2:17][CH2:16][O:15]2)[CH:11]=1)[C:5](OC)=[O:6].[H-].[H-].[H-].[H-].[Li+].[Al+3], predict the reaction product. The product is: [Br:1][C:2]1[CH:3]=[C:4]([CH2:5][OH:6])[CH:9]=[C:10]([O:12][CH2:13][C@H:14]2[CH2:18][CH2:17][CH2:16][O:15]2)[CH:11]=1. (4) Given the reactants Cl.[CH3:2][O:3][C:4](=[O:10])[C@H:5]([NH2:9])[CH:6]([CH3:8])[CH3:7].[Cl:11][C:12]1[CH:19]=[CH:18][C:15]([CH:16]=O)=[CH:14][CH:13]=1.C(N(CC)CC)C.[BH4-].[Na+], predict the reaction product. The product is: [CH3:2][O:3][C:4](=[O:10])[C@H:5]([NH:9][CH2:16][C:15]1[CH:18]=[CH:19][C:12]([Cl:11])=[CH:13][CH:14]=1)[CH:6]([CH3:8])[CH3:7]. (5) Given the reactants C([O:5][C:6](=[O:42])[CH2:7][N:8]1[C:16]2[C:11](=[CH:12][C:13]([F:17])=[CH:14][CH:15]=2)[C:10]([C:18]2[C:23]3[CH:24]=[CH:25][CH:26]=[CH:27][C:22]=3[S:21](=[O:29])(=[O:28])[N:20]([CH2:30][C:31]3[CH:36]=[CH:35][CH:34]=[C:33]([C:37]([F:40])([F:39])[F:38])[CH:32]=3)[N:19]=2)=[C:9]1[CH3:41])(C)(C)C.C(O)(C(F)(F)F)=O, predict the reaction product. The product is: [F:39][C:37]([F:38])([F:40])[C:33]1[CH:32]=[C:31]([CH:36]=[CH:35][CH:34]=1)[CH2:30][N:20]1[N:19]=[C:18]([C:10]2[C:11]3[C:16](=[CH:15][CH:14]=[C:13]([F:17])[CH:12]=3)[N:8]([CH2:7][C:6]([OH:42])=[O:5])[C:9]=2[CH3:41])[C:23]2[CH:24]=[CH:25][CH:26]=[CH:27][C:22]=2[S:21]1(=[O:28])=[O:29]. (6) Given the reactants C1C=CC([As](C2C=CC=CC=2)C2C=CC=CC=2)=CC=1.[CH2:20]([O:22][C:23]([C:25]1[N:29]([CH2:30][C:31]2[CH:36]=[CH:35][CH:34]=[C:33]([Cl:37])[CH:32]=2)[C:28]2[CH:38]=[C:39](Br)[S:40][C:27]=2[CH:26]=1)=[O:24])[CH3:21].[C:42]1([C:48]#[C:49][Sn](C)(C)C)[CH:47]=[CH:46][CH:45]=[CH:44][CH:43]=1.C([O-])([O-])=O.[Na+].[Na+], predict the reaction product. The product is: [CH2:20]([O:22][C:23]([C:25]1[N:29]([CH2:30][C:31]2[CH:36]=[CH:35][CH:34]=[C:33]([Cl:37])[CH:32]=2)[C:28]2[CH:38]=[C:39]([C:49]#[C:48][C:42]3[CH:47]=[CH:46][CH:45]=[CH:44][CH:43]=3)[S:40][C:27]=2[CH:26]=1)=[O:24])[CH3:21]. (7) Given the reactants Br[C:2]1[CH:3]=[N:4][CH:5]=[C:6]([Br:9])[C:7]=1[CH3:8].C([Li])CCC.[C:15](=[O:17])=[O:16].O, predict the reaction product. The product is: [Br:9][C:6]1[CH:5]=[N:4][CH:3]=[C:2]([C:7]=1[CH3:8])[C:15]([OH:17])=[O:16].